Dataset: Full USPTO retrosynthesis dataset with 1.9M reactions from patents (1976-2016). Task: Predict the reactants needed to synthesize the given product. (1) Given the product [F:1][C:2]1[CH:3]=[CH:4][C:5]([O:39][CH3:40])=[C:6]([C:8]2[CH:13]=[CH:12][N:11]=[C:10]3[NH:14][C:15]([C:17]4[CH2:18][CH:19]5[CH:23]([CH:24]=4)[CH2:22][C:21]4([O:28][CH2:27][CH2:26][O:25]4)[CH2:20]5)=[CH:16][C:9]=23)[CH:7]=1, predict the reactants needed to synthesize it. The reactants are: [F:1][C:2]1[CH:3]=[CH:4][C:5]([O:39][CH3:40])=[C:6]([C:8]2[CH:13]=[CH:12][N:11]=[C:10]3[N:14](S(C4C=CC(C)=CC=4)(=O)=O)[C:15]([C:17]4[CH2:18][CH:19]5[CH:23]([CH:24]=4)[CH2:22][C:21]4([O:28][CH2:27][CH2:26][O:25]4)[CH2:20]5)=[CH:16][C:9]=23)[CH:7]=1.[OH-].[Na+]. (2) The reactants are: [CH3:1][O:2][C:3]1[CH:4]=[C:5]([C@H:9]([O:11][C:12](=[O:27])[NH:13][C:14]2[C:15]([CH3:26])=[N:16][O:17][C:18]=2[C:19]2[CH:24]=[CH:23][C:22](Br)=[CH:21][CH:20]=2)[CH3:10])[CH:6]=[CH:7][CH:8]=1.[CH2:28]([O:30][C:31]([C:33]1([C:36]2[CH:41]=[CH:40][C:39](B3OC(C)(C)C(C)(C)O3)=[CH:38][CH:37]=2)[CH2:35][CH2:34]1)=[O:32])[CH3:29]. Given the product [CH2:28]([O:30][C:31]([C:33]1([C:36]2[CH:41]=[CH:40][C:39]([C:22]3[CH:23]=[CH:24][C:19]([C:18]4[O:17][N:16]=[C:15]([CH3:26])[C:14]=4[NH:13][C:12]([O:11][C@@H:9]([C:5]4[CH:6]=[CH:7][CH:8]=[C:3]([O:2][CH3:1])[CH:4]=4)[CH3:10])=[O:27])=[CH:20][CH:21]=3)=[CH:38][CH:37]=2)[CH2:34][CH2:35]1)=[O:32])[CH3:29], predict the reactants needed to synthesize it. (3) Given the product [CH3:8][C:6]1[CH:7]=[C:2]([N:18]2[N:19]=[CH:20][CH:21]=[N:17]2)[C:3]([C:9]#[N:10])=[N:4][CH:5]=1.[CH3:8][C:6]1[CH:7]=[C:2]([N:17]2[CH:21]=[CH:20][N:19]=[N:18]2)[C:3]([C:9]#[N:10])=[N:4][CH:5]=1, predict the reactants needed to synthesize it. The reactants are: Br[C:2]1[C:3]([C:9]#[N:10])=[N:4][CH:5]=[C:6]([CH3:8])[CH:7]=1.C([O-])([O-])=O.[K+].[K+].[N:17]1[NH:18][N:19]=[CH:20][CH:21]=1. (4) Given the product [Cl:1][C:2]1[C:3]2[C:10]3[CH2:11][CH2:12][CH:13]([C:15]([Cl:20])=[O:17])[CH2:14][C:9]=3[S:8][C:4]=2[N:5]=[CH:6][N:7]=1, predict the reactants needed to synthesize it. The reactants are: [Cl:1][C:2]1[C:3]2[C:10]3[CH2:11][CH2:12][CH:13]([C:15]([OH:17])=O)[CH2:14][C:9]=3[S:8][C:4]=2[N:5]=[CH:6][N:7]=1.S(Cl)([Cl:20])=O.